Dataset: Forward reaction prediction with 1.9M reactions from USPTO patents (1976-2016). Task: Predict the product of the given reaction. Given the reactants [C:1]1([C:7]2[CH2:11][CH:10]([C:12]3[CH:17]=[CH:16][CH:15]=[CH:14][CH:13]=3)[N:9]([C:18]3[CH:25]=[CH:24][C:21]([CH:22]=O)=[CH:20][CH:19]=3)[N:8]=2)[CH:6]=[CH:5][CH:4]=[CH:3][CH:2]=1.[I-:26].[I-].[CH3:28][N+:29]1[C:33]2=[CH:34][C:35]3[C:36]([CH3:44])([CH3:43])[C:37]([CH3:42])=[N+:38]([CH3:41])[C:39]=3[CH:40]=[C:32]2[C:31]([CH3:46])([CH3:45])[C:30]=1[CH3:47], predict the reaction product. The product is: [I-:26].[I-:26].[C:1]1([C:7]2[CH2:11][CH:10]([C:12]3[CH:17]=[CH:16][CH:15]=[CH:14][CH:13]=3)[N:9]([C:18]3[CH:25]=[CH:24][C:21]([CH:22]=[CH:47][C:30]4[C:31]([CH3:46])([CH3:45])[C:32]5[C:33]([N+:29]=4[CH3:28])=[CH:34][C:35]4[C:36]([CH3:44])([CH3:43])[C:37]([CH:42]=[CH:22][C:21]6[CH:20]=[CH:19][C:18]([N:9]7[CH:10]([C:12]8[CH:17]=[CH:16][CH:15]=[CH:14][CH:13]=8)[CH2:11][C:7]([C:1]8[CH:6]=[CH:5][CH:4]=[CH:3][CH:2]=8)=[N:8]7)=[CH:25][CH:24]=6)=[N+:38]([CH3:41])[C:39]=4[CH:40]=5)=[CH:20][CH:19]=3)[N:8]=2)[CH:6]=[CH:5][CH:4]=[CH:3][CH:2]=1.